Dataset: Peptide-MHC class II binding affinity with 134,281 pairs from IEDB. Task: Regression. Given a peptide amino acid sequence and an MHC pseudo amino acid sequence, predict their binding affinity value. This is MHC class II binding data. (1) The peptide sequence is VEFEPPHAATIRVLA. The MHC is DRB1_0701 with pseudo-sequence DRB1_0701. The binding affinity (normalized) is 0.545. (2) The peptide sequence is SQTTAAPSCPEGT. The MHC is DRB3_0101 with pseudo-sequence DRB3_0101. The binding affinity (normalized) is 0. (3) The peptide sequence is LHFSEALHIIAGTPE. The MHC is DRB3_0101 with pseudo-sequence DRB3_0101. The binding affinity (normalized) is 0.382. (4) The peptide sequence is GINTRNMTMSMSMIL. The MHC is DRB5_0101 with pseudo-sequence DRB5_0101. The binding affinity (normalized) is 0.499. (5) The peptide sequence is GAYLEEQEQWKTANE. The MHC is HLA-DQA10601-DQB10402 with pseudo-sequence HLA-DQA10601-DQB10402. The binding affinity (normalized) is 0.274. (6) The peptide sequence is DLGRNEVVNDVSTFS. The MHC is HLA-DQA10501-DQB10301 with pseudo-sequence HLA-DQA10501-DQB10301. The binding affinity (normalized) is 0.349. (7) The peptide sequence is RQELYLMGSLVHSMLV. The MHC is DRB1_0701 with pseudo-sequence DRB1_0701. The binding affinity (normalized) is 0.634.